This data is from Catalyst prediction with 721,799 reactions and 888 catalyst types from USPTO. The task is: Predict which catalyst facilitates the given reaction. (1) Reactant: [OH-].[Na+].[F:3][C:4]1[CH:5]=[C:6]([C:27]2[C:28]([CH3:44])=[CH:29][C:30]([O:33][CH2:34][C:35]3([C:39]([O:41]CC)=[O:40])[CH2:38][CH2:37][CH2:36]3)=[N:31][CH:32]=2)[CH:7]=[CH:8][C:9]=1[C:10]1[N:11]([CH2:19][O:20][CH2:21][CH2:22][Si:23]([CH3:26])([CH3:25])[CH3:24])[CH:12]=[C:13]([C:15]([F:18])([F:17])[F:16])[N:14]=1. Product: [F:3][C:4]1[CH:5]=[C:6]([C:27]2[C:28]([CH3:44])=[CH:29][C:30]([O:33][CH2:34][C:35]3([C:39]([OH:41])=[O:40])[CH2:36][CH2:37][CH2:38]3)=[N:31][CH:32]=2)[CH:7]=[CH:8][C:9]=1[C:10]1[N:11]([CH2:19][O:20][CH2:21][CH2:22][Si:23]([CH3:26])([CH3:25])[CH3:24])[CH:12]=[C:13]([C:15]([F:18])([F:16])[F:17])[N:14]=1. The catalyst class is: 5. (2) Reactant: [CH3:1][S:2]([N:5]([CH2:12][C@@H:13]1[N:18]([C:19]2[N:24]=[CH:23][C:22]([C:25]([OH:34])([C:30]([F:33])([F:32])[F:31])[C:26]([F:29])([F:28])[F:27])=[CH:21][N:20]=2)[CH2:17][CH2:16][N:15](C(OC(C)(C)C)=O)[CH2:14]1)[C:6]1[CH:11]=[CH:10][CH:9]=[CH:8][CH:7]=1)(=[O:4])=[O:3].C(O)(C(F)(F)F)=O.C(N(CC)CC)C.[Cl:56][C:57]1[N:62]=[CH:61][C:60]([S:63](Cl)(=[O:65])=[O:64])=[CH:59][CH:58]=1. Product: [Cl:56][C:57]1[N:62]=[CH:61][C:60]([S:63]([N:15]2[CH2:16][CH2:17][N:18]([C:19]3[N:20]=[CH:21][C:22]([C:25]([OH:34])([C:26]([F:28])([F:29])[F:27])[C:30]([F:33])([F:31])[F:32])=[CH:23][N:24]=3)[C@@H:13]([CH2:12][N:5]([C:6]3[CH:11]=[CH:10][CH:9]=[CH:8][CH:7]=3)[S:2]([CH3:1])(=[O:4])=[O:3])[CH2:14]2)(=[O:65])=[O:64])=[CH:59][CH:58]=1. The catalyst class is: 2. (3) Reactant: [CH3:1][CH:2]([O:4][C:5]1[CH:12]=[CH:11][C:10](B2OC(C)(C)C(C)(C)O2)=[CH:9][C:6]=1[C:7]#[N:8])[CH3:3].Br[C:23]1[N:27]=[C:26]([C:28]2[C:29]([CH2:42][CH3:43])=[C:30]([CH2:34][CH2:35][CH2:36][C:37]([O:39][CH2:40][CH3:41])=[O:38])[CH:31]=[CH:32][CH:33]=2)[S:25][N:24]=1.P([O-])([O-])([O-])=O.[K+].[K+].[K+]. Product: [C:7]([C:6]1[CH:9]=[C:10]([C:23]2[N:27]=[C:26]([C:28]3[C:29]([CH2:42][CH3:43])=[C:30]([CH2:34][CH2:35][CH2:36][C:37]([O:39][CH2:40][CH3:41])=[O:38])[CH:31]=[CH:32][CH:33]=3)[S:25][N:24]=2)[CH:11]=[CH:12][C:5]=1[O:4][CH:2]([CH3:1])[CH3:3])#[N:8]. The catalyst class is: 108. (4) Reactant: Cl[C:2]1[C:7]([C:8]([F:11])([F:10])[F:9])=[CH:6][N:5]=[C:4]([NH:12][C:13]2[CH:18]=[CH:17][C:16]([P:19]([CH3:22])([CH3:21])=[O:20])=[CH:15][CH:14]=2)[N:3]=1.C(N(CC)CC)C.[C:30]12([CH2:40][NH2:41])[CH2:39][CH:34]3[CH2:35][CH:36]([CH2:38][CH:32]([CH2:33]3)[CH2:31]1)[CH2:37]2. Product: [CH3:21][P:19]([C:16]1[CH:17]=[CH:18][C:13]([NH:12][C:4]2[N:3]=[C:2]([NH:41][CH2:40][C:30]34[CH2:39][CH:34]5[CH2:33][CH:32]([CH2:38][CH:36]([CH2:35]5)[CH2:37]3)[CH2:31]4)[C:7]([C:8]([F:11])([F:10])[F:9])=[CH:6][N:5]=2)=[CH:14][CH:15]=1)([CH3:22])=[O:20]. The catalyst class is: 8. (5) Reactant: [C:1]([O:5][C:6]([N:8]1[CH2:12][CH2:11][CH2:10][CH:9]1[CH2:13][C:14]1[C:22]2[C:17](=[CH:18][C:19]([F:23])=[CH:20][CH:21]=2)[N:16](C(=O)C)[CH:15]=1)=[O:7])([CH3:4])([CH3:3])[CH3:2].[OH-].[Na+]. Product: [C:1]([O:5][C:6]([N:8]1[CH2:12][CH2:11][CH2:10][CH:9]1[CH2:13][C:14]1[C:22]2[C:17](=[CH:18][C:19]([F:23])=[CH:20][CH:21]=2)[NH:16][CH:15]=1)=[O:7])([CH3:4])([CH3:2])[CH3:3]. The catalyst class is: 5. (6) Reactant: [Br:1][C:2]1[CH:3]=[CH:4][C:5]2[CH:11]3[CH2:12][CH:9]([CH2:10]3)[N:8]3[C:13]([CH2:20]O)=[C:14]([C:16]([O:18][CH3:19])=[O:17])[N:15]=[C:7]3[C:6]=2[CH:22]=1.[CH3:23][C:24]1[NH:25][C:26]2[CH:32]=[CH:31][CH:30]=[CH:29][C:27]=2[N:28]=1.C1(P(C2C=CC=CC=2)C2C=CC=CC=2)C=CC=CC=1.CC(OC(/N=N/C(OC(C)(C)C)=O)=O)(C)C. Product: [Br:1][C:2]1[CH:3]=[CH:4][C:5]2[CH:11]3[CH2:10][CH:9]([CH2:12]3)[N:8]3[C:13]([CH2:20][N:25]4[C:26]5[CH:32]=[CH:31][CH:30]=[CH:29][C:27]=5[N:28]=[C:24]4[CH3:23])=[C:14]([C:16]([O:18][CH3:19])=[O:17])[N:15]=[C:7]3[C:6]=2[CH:22]=1. The catalyst class is: 7. (7) Reactant: [NH2:1][CH:2]1[CH2:6][CH2:5][CH2:4][C:3]1([NH:8][C:9](=[O:15])[O:10][C:11]([CH3:14])([CH3:13])[CH3:12])[CH3:7].CCN(C(C)C)C(C)C.Cl[C:26]([O:28][C@@H:29]1[CH2:34][C@H:33]([CH3:35])[CH2:32][CH2:31][C@H:30]1[CH:36]([CH3:38])[CH3:37])=[O:27].C(=O)(O)[O-].[Na+]. Product: [C:11]([O:10][C:9]([NH:8][C:3]1([CH3:7])[CH2:4][CH2:5][CH2:6][CH:2]1[NH:1][C:26](=[O:27])[O:28][C@@H:29]1[CH2:34][C@H:33]([CH3:35])[CH2:32][CH2:31][C@H:30]1[CH:36]([CH3:38])[CH3:37])=[O:15])([CH3:14])([CH3:13])[CH3:12]. The catalyst class is: 2. (8) Reactant: C(C1C(C[C:10]([O:12][CH3:13])=[O:11])=CC=CN=1)#C.[CH2:14]([N:16](CC)CC)[CH3:15].Cl[C:22]1[C:27]([C:28]([F:31])([F:30])[F:29])=[CH:26][N:25]=[C:24]([NH:32][C:33]2[CH:38]=[CH:37][C:36]([CH:39]3[CH2:44][CH2:43][CH2:42][N:41]([C:45]([O:47][C:48]([CH3:51])([CH3:50])[CH3:49])=[O:46])[CH2:40]3)=[CH:35][CH:34]=2)[N:23]=1.C1(P([C:65]2[CH:70]=[CH:69]C=CC=2)C2C=CC=CC=2)C=CC=CC=1.[CH3:71][N:72]([CH3:75])C=O. Product: [CH3:13][O:12][C:10](=[O:11])[CH2:75][N:72]1[CH:71]=[CH:15][CH:14]=[N:16][CH:65]1[C:70]#[C:69][C:22]1[C:27]([C:28]([F:31])([F:30])[F:29])=[CH:26][N:25]=[C:24]([NH:32][C:33]2[CH:38]=[CH:37][C:36]([CH:39]3[CH2:44][CH2:43][CH2:42][N:41]([C:45]([O:47][C:48]([CH3:51])([CH3:50])[CH3:49])=[O:46])[CH2:40]3)=[CH:35][CH:34]=2)[N:23]=1. The catalyst class is: 516.